The task is: Predict the product of the given reaction.. This data is from Forward reaction prediction with 1.9M reactions from USPTO patents (1976-2016). (1) Given the reactants ClC1C=CC([SH-][C:9](=[NH:14])[C:10]([F:13])([F:12])[F:11])=CC=1.[NH2:15][C:16]1[CH:20]=[CH:19][NH:18][N:17]=1.[CH3:21][C:22]([OH:24])=[O:23], predict the reaction product. The product is: [C:22]([OH:24])(=[O:23])[CH3:21].[NH:18]1[CH:19]=[CH:20][C:16]([NH:15][C:9](=[NH:14])[C:10]([F:11])([F:12])[F:13])=[N:17]1. (2) Given the reactants [C:1]([O:5][C:6]([NH:8][C:9]1[CH:17]=[CH:16][CH:15]=[C:14]2[C:10]=1[CH:11]=[CH:12][N:13]2[C:18]([C:25]1[CH:30]=[CH:29][C:28]([Cl:31])=[CH:27][CH:26]=1)([CH2:23][CH3:24])[C:19](OC)=[O:20])=[O:7])([CH3:4])([CH3:3])[CH3:2].[H-].[Al+3].[Li+].[H-].[H-].[H-].O, predict the reaction product. The product is: [Cl:31][C:28]1[CH:27]=[CH:26][C:25]([C:18]([N:13]2[C:14]3[C:10](=[C:9]([NH:8][C:6](=[O:7])[O:5][C:1]([CH3:4])([CH3:3])[CH3:2])[CH:17]=[CH:16][CH:15]=3)[CH:11]=[CH:12]2)([CH2:23][CH3:24])[CH2:19][OH:20])=[CH:30][CH:29]=1. (3) Given the reactants [C:1]12([NH:6][C:7]([C:9]3[CH:10]=[C:11]([C:16]4[C:17]([CH2:36][C:37]([OH:39])=O)=[CH:18][C:19]5[O:23][C:22]([C:24]6[CH:29]=[CH:28][C:27]([F:30])=[CH:26][CH:25]=6)=[C:21]([C:31](=[O:34])[NH:32][CH3:33])[C:20]=5[CH:35]=4)[CH:12]=[CH:13][C:14]=3[F:15])=[O:8])[CH2:5][CH:3]([CH2:4]1)[CH2:2]2.[Cl-].[NH4+].CC[N:44](C(C)C)C(C)C.CN(C(ON1N=NC2C=CC=NC1=2)=[N+](C)C)C.F[P-](F)(F)(F)(F)F, predict the reaction product. The product is: [NH2:44][C:37](=[O:39])[CH2:36][C:17]1[C:16]([C:11]2[CH:12]=[CH:13][C:14]([F:15])=[C:9]([C:7](=[O:8])[NH:6][C:1]34[CH2:5][CH:3]([CH2:2]3)[CH2:4]4)[CH:10]=2)=[CH:35][C:20]2[C:21]([C:31]([NH:32][CH3:33])=[O:34])=[C:22]([C:24]3[CH:29]=[CH:28][C:27]([F:30])=[CH:26][CH:25]=3)[O:23][C:19]=2[CH:18]=1. (4) Given the reactants [CH2:1]([NH:3][CH2:4][CH3:5])[CH3:2].[N:6]([C:9]1[CH:10]=[CH:11][C:12]([O:15][C:16](=[O:25])[N:17]([CH3:24])[C:18]2[CH:23]=[CH:22][CH:21]=[CH:20][CH:19]=2)=[N:13][CH:14]=1)=[C:7]=[S:8], predict the reaction product. The product is: [CH2:1]([N:3]([CH2:4][CH3:5])[C:7](=[S:8])[NH:6][C:9]1[CH:10]=[CH:11][C:12]([O:15][C:16](=[O:25])[N:17]([CH3:24])[C:18]2[CH:23]=[CH:22][CH:21]=[CH:20][CH:19]=2)=[N:13][CH:14]=1)[CH3:2].